From a dataset of Full USPTO retrosynthesis dataset with 1.9M reactions from patents (1976-2016). Predict the reactants needed to synthesize the given product. (1) Given the product [Br:7][C:8]1[CH:13]=[CH:12][C:11]([S:14]([CH3:15])(=[O:1])=[O:17])=[C:10]([F:16])[CH:9]=1, predict the reactants needed to synthesize it. The reactants are: [OH:1]OS([O-])=O.[K+].[Br:7][C:8]1[CH:13]=[CH:12][C:11]([S:14][CH3:15])=[C:10]([F:16])[CH:9]=1.[OH2:17]. (2) Given the product [Br:7][C:8]1[CH:13]=[C:12]2[C:11](=[CH:10][CH:9]=1)[NH:14][C:3]([CH3:4])=[C:2]2[CH3:1], predict the reactants needed to synthesize it. The reactants are: [CH3:1][C:2](=O)[CH2:3][CH3:4].Cl.[Br:7][C:8]1[CH:13]=[CH:12][C:11]([NH:14]N)=[CH:10][CH:9]=1. (3) Given the product [CH:8]1([CH2:14][N:15]2[C:19]([C:20]3[CH:25]=[C:24]([C:26]([CH3:28])([CH3:27])[CH3:29])[CH:23]=[C:22]([C:30]([CH3:32])([CH3:33])[CH3:31])[CH:21]=3)=[CH:18][C:17]([C:34](=[O:35])[CH2:7][CH2:6][CH:5]=[CH2:4])=[C:16]2[CH3:40])[CH2:9][CH2:10][CH2:11][CH2:12][CH2:13]1, predict the reactants needed to synthesize it. The reactants are: II.Br[CH2:4][CH:5]1[CH2:7][CH2:6]1.[CH:8]1([CH2:14][N:15]2[C:19]([C:20]3[CH:25]=[C:24]([C:26]([CH3:29])([CH3:28])[CH3:27])[CH:23]=[C:22]([C:30]([CH3:33])([CH3:32])[CH3:31])[CH:21]=3)=[CH:18][C:17]([C:34](N(OC)C)=[O:35])=[C:16]2[CH3:40])[CH2:13][CH2:12][CH2:11][CH2:10][CH2:9]1. (4) Given the product [CH2:1]([C:3]1[N:4]([C:37]2[CH:36]=[CH:35][C:34]([N:28]3[CH2:29][CH2:30][O:31][CH2:32][CH2:33]3)=[CH:39][CH:38]=2)[C:5](=[O:27])[C:6]([CH2:12][C:13]2[CH:18]=[CH:17][C:16]([C:19]3[C:20]([C:25]#[N:26])=[CH:21][CH:22]=[CH:23][CH:24]=3)=[CH:15][CH:14]=2)=[C:7]([CH2:9][CH2:10][CH3:11])[N:8]=1)[CH3:2], predict the reactants needed to synthesize it. The reactants are: [CH2:1]([C:3]1[NH:4][C:5](=[O:27])[C:6]([CH2:12][C:13]2[CH:18]=[CH:17][C:16]([C:19]3[C:20]([C:25]#[N:26])=[CH:21][CH:22]=[CH:23][CH:24]=3)=[CH:15][CH:14]=2)=[C:7]([CH2:9][CH2:10][CH3:11])[N:8]=1)[CH3:2].[N:28]1([C:34]2[CH:39]=[CH:38][C:37](B(O)O)=[CH:36][CH:35]=2)[CH2:33][CH2:32][O:31][CH2:30][CH2:29]1.C(N(CC)CC)C.N1C=CC=CC=1. (5) Given the product [C:32]([C:29]1[CH:28]=[CH:27][C:26]([S:23]([NH:22][C:11]2[CH:12]=[C:13]3[C:8](=[CH:9][CH:10]=2)[NH:7][C:6]([C:4]([OH:5])=[O:3])=[C:14]3[C:15]2[CH:20]=[CH:19][CH:18]=[CH:17][C:16]=2[CH3:21])(=[O:25])=[O:24])=[CH:31][CH:30]=1)([CH3:35])([CH3:34])[CH3:33], predict the reactants needed to synthesize it. The reactants are: C([O:3][C:4]([C:6]1[NH:7][C:8]2[C:13]([C:14]=1[C:15]1[CH:20]=[CH:19][CH:18]=[CH:17][C:16]=1[CH3:21])=[CH:12][C:11]([NH:22][S:23]([C:26]1[CH:31]=[CH:30][C:29]([C:32]([CH3:35])([CH3:34])[CH3:33])=[CH:28][CH:27]=1)(=[O:25])=[O:24])=[CH:10][CH:9]=2)=[O:5])C.[OH-].[Na+]. (6) Given the product [ClH:1].[ClH:1].[CH:2]([C@H:15]1[N:20]2[CH2:21][CH2:22][N:23]([C:25]([N:27]3[CH2:28][CH2:29][O:30][CH2:31][CH2:32]3)=[O:26])[CH2:24][C@H:19]2[CH2:18][NH:17][CH2:16]1)([C:9]1[CH:14]=[CH:13][CH:12]=[CH:11][CH:10]=1)[C:3]1[CH:4]=[CH:5][CH:6]=[CH:7][CH:8]=1, predict the reactants needed to synthesize it. The reactants are: [ClH:1].[CH:2]([C@H:15]1[N:20]2[CH2:21][CH2:22][N:23]([C:25]([N:27]3[CH2:32][CH2:31][O:30][CH2:29][CH2:28]3)=[O:26])[CH2:24][C@H:19]2[CH2:18][N:17](C(OC(C)(C)C)=O)[CH2:16]1)([C:9]1[CH:14]=[CH:13][CH:12]=[CH:11][CH:10]=1)[C:3]1[CH:8]=[CH:7][CH:6]=[CH:5][CH:4]=1. (7) Given the product [CH3:13][O:12][C:3]1[CH:4]=[CH:5][C:6]2[C:7](=[O:11])[CH2:8][O:9][C:10]=2[C:2]=1[C:22]1[CH2:27][CH2:26][N:25]([C:28]([O:30][C:31]([CH3:34])([CH3:33])[CH3:32])=[O:29])[CH2:24][CH:23]=1, predict the reactants needed to synthesize it. The reactants are: I[C:2]1[C:10]2[O:9][CH2:8][C:7](=[O:11])[C:6]=2[CH:5]=[CH:4][C:3]=1[O:12][CH3:13].CC1(C)C(C)(C)OB([C:22]2[CH2:27][CH2:26][N:25]([C:28]([O:30][C:31]([CH3:34])([CH3:33])[CH3:32])=[O:29])[CH2:24][CH:23]=2)O1.C(=O)([O-])[O-].[Na+].[Na+].O. (8) Given the product [CH:39]1([C:42]([N:22]2[CH2:23][C:18]3[C:17]([N:24]4[CH2:29][CH2:28][O:27][CH2:26][C@H:25]4[CH3:30])=[N:16][C:15]([C:12]4[CH:13]=[CH:14][C:9]([NH:8][C:6]([NH:5][CH:2]5[CH2:3][CH2:4]5)=[O:7])=[CH:10][C:11]=4[F:31])=[N:20][C:19]=3[CH2:21]2)=[O:43])[CH2:41][CH2:40]1, predict the reactants needed to synthesize it. The reactants are: Cl.[CH:2]1([NH:5][C:6]([NH:8][C:9]2[CH:14]=[CH:13][C:12]([C:15]3[N:16]=[C:17]([N:24]4[CH2:29][CH2:28][O:27][CH2:26][C@H:25]4[CH3:30])[C:18]4[CH2:23][NH:22][CH2:21][C:19]=4[N:20]=3)=[C:11]([F:31])[CH:10]=2)=[O:7])[CH2:4][CH2:3]1.CCN(CC)CC.[CH:39]1([C:42](Cl)=[O:43])[CH2:41][CH2:40]1. (9) The reactants are: [Cl:1][C:2]1[CH:7]=[CH:6][CH:5]=[CH:4][C:3]=1[C@H:8]([N:13]1[CH2:18][CH2:17][C:16]2[S:19][CH:20]=[CH:21][C:15]=2[CH2:14]1)[C:9]([O:11][CH3:12])=[O:10].[BrH:22].CCCCCCC.O1CCOCC1CCO. Given the product [OH2:10].[BrH:22].[Cl:1][C:2]1[CH:7]=[CH:6][CH:5]=[CH:4][C:3]=1[C@H:8]([N:13]1[CH2:18][CH2:17][C:16]2[S:19][CH:20]=[CH:21][C:15]=2[CH2:14]1)[C:9]([O:11][CH3:12])=[O:10], predict the reactants needed to synthesize it. (10) Given the product [C:2]1([C:20]2[CH:25]=[CH:24][CH:23]=[CH:22][CH:21]=2)[CH:7]=[CH:6][C:5]([C:8]2[O:9][C:10]3[C:16]([C:17]([NH2:19])=[O:18])=[CH:15][CH:14]=[CH:13][C:11]=3[N:12]=2)=[CH:4][CH:3]=1, predict the reactants needed to synthesize it. The reactants are: Br[C:2]1[CH:7]=[CH:6][C:5]([C:8]2[O:9][C:10]3[C:16]([C:17]([NH2:19])=[O:18])=[CH:15][CH:14]=[CH:13][C:11]=3[N:12]=2)=[CH:4][CH:3]=1.[C:20]1(B(O)O)[CH:25]=[CH:24][CH:23]=[CH:22][CH:21]=1.C(=O)([O-])[O-].[Na+].[Na+].